Dataset: Reaction yield outcomes from USPTO patents with 853,638 reactions. Task: Predict the reaction yield, written as a fraction of the theoretical maximum amount of product (1.0 means a 100% yield; for example, 0.34 means a 34% yield). (1) No catalyst specified. The reactants are [F:1][C:2]1[CH:3]=[CH:4][C:5]([C:8]2[N:12]=[N:11][N:10]([CH2:13][Si](C)(C)C)[C:9]=2[CH2:18][OH:19])=[N:6][CH:7]=1.N1C=CC=CC=1C1N=NN(C[Si](C)(C)C)C=1CO. The product is [F:1][C:2]1[CH:3]=[CH:4][C:5]([C:8]2[N:12]=[N:11][N:10]([CH3:13])[C:9]=2[CH2:18][OH:19])=[N:6][CH:7]=1. The yield is 0.820. (2) The reactants are Br[C:2]1[CH:10]=[CH:9][C:8]([O:11][CH3:12])=[CH:7][C:3]=1[C:4]([OH:6])=[O:5].[Li]CCCC.[F:18][C:19]1[CH:20]=[C:21]([CH:28]=[CH:29][CH:30]=1)[C:22](N(OC)C)=[O:23].Cl. The catalyst is C1COCC1.O. The product is [F:18][C:19]1[CH:20]=[C:21]([CH:28]=[CH:29][CH:30]=1)[C:22]([C:2]1[CH:10]=[CH:9][C:8]([O:11][CH3:12])=[CH:7][C:3]=1[C:4]([OH:6])=[O:5])=[O:23]. The yield is 0.680. (3) The reactants are C([O:5][C:6](=[O:24])/[CH:7]=[CH:8]/[C:9]1[CH:10]=[N:11][C:12]2[NH:21][C:20](=[O:22])[C@H:19]3[N:15]([CH2:16][CH2:17][CH2:18]3)[CH2:14][C:13]=2[CH:23]=1)(C)(C)C.C(O)(C(F)(F)F)=O.C(Cl)[Cl:33]. The catalyst is CCOCC. The product is [ClH:33].[O:22]=[C:20]1[C@H:19]2[N:15]([CH2:16][CH2:17][CH2:18]2)[CH2:14][C:13]2[CH:23]=[C:9](/[CH:8]=[CH:7]/[C:6]([OH:24])=[O:5])[CH:10]=[N:11][C:12]=2[NH:21]1. The yield is 0.880. (4) The reactants are [CH:1]1([CH:6]([NH:19][C:20]2[CH:25]=[CH:24][C:23]([C:26]([N:28]([CH3:36])[CH2:29][CH2:30][C:31]([O:33]CC)=[O:32])=[O:27])=[CH:22][CH:21]=2)[C:7]2[O:8][C:9]3[C:16]([F:17])=[CH:15][C:14]([F:18])=[CH:13][C:10]=3[C:11]=2[CH3:12])[CH2:5][CH2:4][CH2:3][CH2:2]1. The catalyst is C(O)C.O1CCCC1.[OH-].[Na+]. The product is [CH:1]1([CH:6]([NH:19][C:20]2[CH:21]=[CH:22][C:23]([C:26]([N:28]([CH3:36])[CH2:29][CH2:30][C:31]([OH:33])=[O:32])=[O:27])=[CH:24][CH:25]=2)[C:7]2[O:8][C:9]3[C:16]([F:17])=[CH:15][C:14]([F:18])=[CH:13][C:10]=3[C:11]=2[CH3:12])[CH2:5][CH2:4][CH2:3][CH2:2]1. The yield is 0.820. (5) The reactants are [F:1][C:2]1[CH:7]=[CH:6][C:5]([C@:8]2([CH2:29][CH2:30][C:31](N)=[O:32])[O:13][C:12](=[O:14])[N:11]([C@H:15]([C:17]3[CH:22]=[CH:21][C:20]([C:23]4[CH:24]=[N:25][CH:26]=[CH:27][CH:28]=4)=[CH:19][CH:18]=3)[CH3:16])[CH2:10][CH2:9]2)=[CH:4][CH:3]=1.C1C=C(Cl)C=C(C(OO)=[O:42])C=1. The catalyst is C(Cl)Cl. The product is [F:1][C:2]1[CH:7]=[CH:6][C:5]([C@:8]2([CH2:29][CH2:30][C:31]([OH:32])=[O:42])[O:13][C:12](=[O:14])[N:11]([C@H:15]([C:17]3[CH:22]=[CH:21][C:20]([C:23]4[CH:24]=[N:25][CH:26]=[CH:27][CH:28]=4)=[CH:19][CH:18]=3)[CH3:16])[CH2:10][CH2:9]2)=[CH:4][CH:3]=1. The yield is 0.150. (6) The reactants are [H-].[Na+].[N+:3]([C:6]1[CH:14]=[C:13]2[C:9]([C:10]([CH:15]=O)=[N:11][NH:12]2)=[CH:8][CH:7]=1)([O-:5])=[O:4].[CH3:17][Si:18]([CH2:21][CH2:22][O:23][CH2:24]Cl)([CH3:20])[CH3:19].[NH4+].[Cl-]. The catalyst is O.C1COCC1. The product is [CH3:15][C:10]1[C:9]2[C:13](=[CH:14][C:6]([N+:3]([O-:5])=[O:4])=[CH:7][CH:8]=2)[N:12]([CH2:24][O:23][CH2:22][CH2:21][Si:18]([CH3:20])([CH3:19])[CH3:17])[N:11]=1. The yield is 0.500. (7) The reactants are [CH3:1][C:2]1[N:12]=[CH:11][CH:10]=[C:9]([CH3:13])[C:3]=1[C:4](OCC)=[O:5].[H-].[Al+3].[Li+].[H-].[H-].[H-]. The catalyst is O1CCCC1. The product is [CH3:1][C:2]1[C:3]([CH2:4][OH:5])=[C:9]([CH3:13])[CH:10]=[CH:11][N:12]=1. The yield is 0.849. (8) The reactants are [Cl:1][C:2]1[CH:7]=[CH:6][C:5]([O:8][C:9]2[CH:16]=[CH:15][C:14]([CH:17]=[O:18])=[CH:13][C:10]=2[C:11]#[N:12])=[CH:4][C:3]=1[C:19]([F:22])([F:21])[F:20].[BH4-].[Na+]. The catalyst is C(O)C. The product is [Cl:1][C:2]1[CH:7]=[CH:6][C:5]([O:8][C:9]2[CH:16]=[CH:15][C:14]([CH2:17][OH:18])=[CH:13][C:10]=2[C:11]#[N:12])=[CH:4][C:3]=1[C:19]([F:20])([F:21])[F:22]. The yield is 0.890.